Dataset: Full USPTO retrosynthesis dataset with 1.9M reactions from patents (1976-2016). Task: Predict the reactants needed to synthesize the given product. (1) Given the product [Cl:13][C:14]1[CH:19]=[CH:18][C:17]([C:20]([C:35]2([OH:38])[CH2:36][CH2:37][N:32]([C:29](=[O:31])[CH3:30])[CH2:33][CH2:34]2)=[O:23])=[C:16]([F:28])[CH:15]=1, predict the reactants needed to synthesize it. The reactants are: C(NC(C)C)(C)C.[Li]CCCC.[Cl:13][C:14]1[CH:19]=[CH:18][C:17]([CH:20]([O:23][Si](C)(C)C)C#N)=[C:16]([F:28])[CH:15]=1.[C:29]([N:32]1[CH2:37][CH2:36][C:35](=[O:38])[CH2:34][CH2:33]1)(=[O:31])[CH3:30]. (2) Given the product [CH3:14][C:11]1[CH:12]=[CH:13][C:7]2[C:6]3[C:15]([N:1]4[CH2:24][CH2:29][N:4]([CH3:5])[CH2:3][CH2:2]4)=[N:1][C:2]4[CH:23]=[CH:22][CH:21]=[CH:20][C:3]=4[NH:4][C:5]=3[S:9][C:8]=2[CH:10]=1, predict the reactants needed to synthesize it. The reactants are: [NH2:1][C:2]1[CH:23]=[CH:22][CH:21]=[CH:20][C:3]=1[NH:4][C:5]1[S:9][C:8]2[CH:10]=[C:11]([CH3:14])[CH:12]=[CH:13][C:7]=2[C:6]=1[C:15](OCC)=O.[C:24]1(OC)[CH:29]=CC=CC=1.